This data is from Forward reaction prediction with 1.9M reactions from USPTO patents (1976-2016). The task is: Predict the product of the given reaction. Given the reactants [CH3:1][O:2][C:3]1[CH:4]=[C:5]([CH:25]=[CH:26][CH:27]=1)[O:6][C:7]1[CH:12]=[CH:11][C:10]([C:13]2[C:18]3=[N:19][S:20](=[O:24])(=[O:23])[CH2:21][CH2:22][N:17]3[CH:16]=[CH:15][CH:14]=2)=[CH:9][CH:8]=1, predict the reaction product. The product is: [CH3:1][O:2][C:3]1[CH:4]=[C:5]([CH:25]=[CH:26][CH:27]=1)[O:6][C:7]1[CH:8]=[CH:9][C:10]([CH:13]2[C:18]3=[N:19][S:20](=[O:23])(=[O:24])[CH2:21][CH2:22][N:17]3[CH2:16][CH2:15][CH2:14]2)=[CH:11][CH:12]=1.